This data is from Full USPTO retrosynthesis dataset with 1.9M reactions from patents (1976-2016). The task is: Predict the reactants needed to synthesize the given product. Given the product [NH2:3][C:6]1[CH:7]=[C:8]([S:17]([NH2:20])(=[O:19])=[O:18])[CH:9]=[CH:10][C:11]=1[O:12][C:13]([F:15])([F:14])[F:16], predict the reactants needed to synthesize it. The reactants are: [BH4-].[Na+].[N+:3]([C:6]1[CH:7]=[C:8]([S:17]([NH2:20])(=[O:19])=[O:18])[CH:9]=[CH:10][C:11]=1[O:12][C:13]([F:16])([F:15])[F:14])([O-])=O.O.